Dataset: Full USPTO retrosynthesis dataset with 1.9M reactions from patents (1976-2016). Task: Predict the reactants needed to synthesize the given product. Given the product [CH3:19][N:14]([CH2:13][C:12]1[CH:20]=[CH:21][CH:22]=[C:10]([C:6]2[C:5]3[N:4]([N:3]=[C:2]([NH:37][C:34]4[CH:33]=[CH:32][C:31]([N:28]5[CH2:27][CH2:26][N:25]([CH3:24])[CH2:30][CH2:29]5)=[CH:36][CH:35]=4)[N:23]=3)[CH:9]=[CH:8][CH:7]=2)[CH:11]=1)[S:15]([CH3:18])(=[O:17])=[O:16], predict the reactants needed to synthesize it. The reactants are: Cl[C:2]1[N:23]=[C:5]2[C:6]([C:10]3[CH:11]=[C:12]([CH:20]=[CH:21][CH:22]=3)[CH2:13][N:14]([CH3:19])[S:15]([CH3:18])(=[O:17])=[O:16])=[CH:7][CH:8]=[CH:9][N:4]2[N:3]=1.[CH3:24][N:25]1[CH2:30][CH2:29][N:28]([C:31]2[CH:36]=[CH:35][C:34]([NH2:37])=[CH:33][CH:32]=2)[CH2:27][CH2:26]1.C1(P(C2CCCCC2)C2C=CC=CC=2C2C=CC=CC=2P(C2CCCCC2)C2CCCCC2)CCCCC1.